Dataset: Reaction yield outcomes from USPTO patents with 853,638 reactions. Task: Predict the reaction yield, written as a fraction of the theoretical maximum amount of product (1.0 means a 100% yield; for example, 0.34 means a 34% yield). (1) The reactants are [CH2:1]([C:3]1[N:11]=[C:10]([C:12]([F:15])([F:14])[F:13])[N:9]=[C:8]2[C:4]=1[N:5]=[CH:6][N:7]2[C:16]1[CH:21]=[CH:20][C:19](C(OC)=O)=[CH:18][CH:17]=1)[CH3:2].[OH-:26].[K+].[CH3:28][OH:29].C1COCC1.O. No catalyst specified. The product is [C:28]([C:18]1[CH:17]=[C:16]([N:7]2[CH:6]=[N:5][C:4]3[C:8]2=[N:9][C:10]([C:12]([F:15])([F:13])[F:14])=[N:11][C:3]=3[CH2:1][CH3:2])[CH:21]=[CH:20][CH:19]=1)([OH:29])=[O:26]. The yield is 0.220. (2) The reactants are C(OC(=O)[NH:10][CH2:11][CH2:12][CH2:13][CH2:14][CH2:15][C:16]([N:18]1[CH2:22][CH:21]([OH:23])[CH:20]([CH:24]([C:43]2[CH:48]=[CH:47][CH:46]=[CH:45][CH:44]=2)[O:25][CH:26]([C:35]2[CH:40]=[CH:39][C:38]([O:41][CH3:42])=[CH:37][CH:36]=2)[C:27]2[CH:32]=[CH:31][C:30]([O:33][CH3:34])=[CH:29][CH:28]=2)[CH2:19]1)=[O:17])C1C=CC=CC=1. The catalyst is CO. The product is [NH2:10][CH2:11][CH2:12][CH2:13][CH2:14][CH2:15][C:16]([N:18]1[CH2:22][CH:21]([OH:23])[CH:20]([CH:24]([C:43]2[CH:48]=[CH:47][CH:46]=[CH:45][CH:44]=2)[O:25][CH:26]([C:35]2[CH:40]=[CH:39][C:38]([O:41][CH3:42])=[CH:37][CH:36]=2)[C:27]2[CH:32]=[CH:31][C:30]([O:33][CH3:34])=[CH:29][CH:28]=2)[CH2:19]1)=[O:17]. The yield is 0.920. (3) The reactants are [CH2:1]([O:3][C:4]([C:6]1[S:7][C:8]([S:19]([CH3:22])(=O)=O)=[C:9]2[C:17]3[N:16]([CH3:18])[N:15]=[CH:14][C:13]=3[CH2:12][CH2:11][C:10]=12)=[O:5])[CH3:2].[H-].[Na+].[C:25](O)(=O)[CH2:26][C:27]([CH2:32][C:33](O)=O)(C(O)=O)O. The yield is 0.410. The catalyst is C1COCC1. The product is [CH2:1]([O:3][C:4]([C:6]1[S:7][C:8]([S:19][C:22]2[CH:33]=[CH:32][CH:27]=[CH:26][CH:25]=2)=[C:9]2[C:17]3[N:16]([CH3:18])[N:15]=[CH:14][C:13]=3[CH2:12][CH2:11][C:10]=12)=[O:5])[CH3:2].